From a dataset of Reaction yield outcomes from USPTO patents with 853,638 reactions. Predict the reaction yield, written as a fraction of the theoretical maximum amount of product (1.0 means a 100% yield; for example, 0.34 means a 34% yield). (1) The reactants are Br[C:2]1[CH:3]=[C:4]([CH:8]2[O:12]CCO2)[S:5][C:6]=1[CH3:7].C([Li])CCC.[C:18](=[O:20])=[O:19].C(=O)([O-])O.[Na+]. The catalyst is O1CCCC1. The product is [CH:8]([C:4]1[S:5][C:6]([CH3:7])=[C:2]([C:18]([OH:20])=[O:19])[CH:3]=1)=[O:12]. The yield is 0.360. (2) The product is [C:18]([O:17][C:15]([NH:4][CH2:3][CH2:1][OH:2])=[O:16])([CH3:21])([CH3:20])[CH3:19]. The reactants are [CH2:1]([CH2:3][NH2:4])[OH:2].C1COCC1.C(=O)(O)[O-].[Na+].[C:15](O[C:15]([O:17][C:18]([CH3:21])([CH3:20])[CH3:19])=[O:16])([O:17][C:18]([CH3:21])([CH3:20])[CH3:19])=[O:16]. The catalyst is O. The yield is 0.950. (3) The reactants are [NH2:1][C:2]1[N:7]=[CH:6][N:5]=[C:4]2[N:8]([CH2:12][C:13]3[N:14]([C:25]4[CH:30]=[CH:29][CH:28]=[CH:27][C:26]=4[CH3:31])[C:15](=[O:24])[C:16]4[C:17]([CH3:23])=[CH:18][CH:19]=[N:20][C:21]=4[CH:22]=3)[N:9]=[C:10](I)[C:3]=12.[OH:32][C:33]1[CH:34]=[C:35](B(O)O)[CH:36]=[CH:37][CH:38]=1.C1C=CC(P(C2C=CC=CC=2)C2C=CC=CC=2)=CC=1.C([O-])([O-])=O.[Na+].[Na+]. The catalyst is CN(C=O)C.C(O)C.O.CC([O-])=O.CC([O-])=O.[Pd+2]. The product is [NH2:1][C:2]1[N:7]=[CH:6][N:5]=[C:4]2[N:8]([CH2:12][C:13]3[N:14]([C:25]4[CH:30]=[CH:29][CH:28]=[CH:27][C:26]=4[CH3:31])[C:15](=[O:24])[C:16]4[C:17]([CH3:23])=[CH:18][CH:19]=[N:20][C:21]=4[CH:22]=3)[N:9]=[C:10]([C:37]3[CH:36]=[CH:35][CH:34]=[C:33]([OH:32])[CH:38]=3)[C:3]=12. The yield is 0.690. (4) The reactants are [NH2:1][C:2]1[C:10]([CH3:11])=[CH:9][CH:8]=[CH:7][C:3]=1[C:4](O)=[O:5].C([N:14]=C=NCCCN(C)C)C.[Cl-].[NH4+].C(N(C(C)C)CC)(C)C. The catalyst is CN(C=O)C. The product is [NH2:1][C:2]1[C:10]([CH3:11])=[CH:9][CH:8]=[CH:7][C:3]=1[C:4]([NH2:14])=[O:5]. The yield is 0.870.